From a dataset of Full USPTO retrosynthesis dataset with 1.9M reactions from patents (1976-2016). Predict the reactants needed to synthesize the given product. (1) The reactants are: [OH:1][C:2]1[C:3]([F:10])=[C:4]([Br:9])[CH:5]=[CH:6][C:7]=1[F:8].[C:11](=O)([O-])[O-].[K+].[K+].CI. Given the product [CH3:11][O:1][C:2]1[C:3]([F:10])=[C:4]([Br:9])[CH:5]=[CH:6][C:7]=1[F:8], predict the reactants needed to synthesize it. (2) Given the product [CH3:1][C:2]1[CH:3]=[CH:4][C:5]([S:8]([N:11]2[C:15]3[N:16]=[C:17]([NH:26][C:27]4[CH:28]=[CH:29][C:30]([C:31]([OH:33])=[O:32])=[CH:38][CH:39]=4)[N:18]=[C:19]([NH:20][CH2:21][C:22]([F:24])([F:25])[F:23])[C:14]=3[CH:13]=[CH:12]2)(=[O:9])=[O:10])=[CH:6][CH:7]=1, predict the reactants needed to synthesize it. The reactants are: [CH3:1][C:2]1[CH:7]=[CH:6][C:5]([S:8]([N:11]2[C:15]3[N:16]=[C:17]([NH:26][C:27]4[CH:39]=[CH:38][C:30]([C:31]([O:33]C(C)(C)C)=[O:32])=[CH:29][CH:28]=4)[N:18]=[C:19]([NH:20][CH2:21][C:22]([F:25])([F:24])[F:23])[C:14]=3[CH:13]=[CH:12]2)(=[O:10])=[O:9])=[CH:4][CH:3]=1.C(O)(C(F)(F)F)=O. (3) The reactants are: [O:1]1[CH2:6][CH2:5][CH2:4][CH2:3][CH:2]1[O:7][CH2:8][CH2:9][C:10]1[N:11]=[CH:12][C:13]([C:16]([O:18]C)=[O:17])=[N:14][CH:15]=1.[OH-].[Na+].Cl. Given the product [O:1]1[CH2:6][CH2:5][CH2:4][CH2:3][CH:2]1[O:7][CH2:8][CH2:9][C:10]1[N:11]=[CH:12][C:13]([C:16]([OH:18])=[O:17])=[N:14][CH:15]=1, predict the reactants needed to synthesize it. (4) Given the product [CH3:15][N:16]([CH3:17])[CH2:2][CH2:3][CH2:4][CH2:5][CH2:6][CH2:7][CH2:8][CH2:9][CH2:10][CH2:11][CH2:12][CH2:13][OH:14], predict the reactants needed to synthesize it. The reactants are: Br[CH2:2][CH2:3][CH2:4][CH2:5][CH2:6][CH2:7][CH2:8][CH2:9][CH2:10][CH2:11][CH2:12][CH2:13][OH:14].[CH3:15][NH:16][CH3:17]. (5) Given the product [Cl:2][C:3]1[CH:8]=[C:7]([N:9]2[CH:13]=[CH:12][C:11]([C:14]([F:15])([F:16])[F:17])=[N:10]2)[CH:6]=[CH:5][C:4]=1[CH2:18][CH2:19][NH:20][C:48]([C:43]1[C:42]([C:41]([F:52])([F:40])[F:51])=[CH:47][CH:46]=[CH:45][N:44]=1)=[O:49], predict the reactants needed to synthesize it. The reactants are: Cl.[Cl:2][C:3]1[CH:8]=[C:7]([N:9]2[CH:13]=[CH:12][C:11]([C:14]([F:17])([F:16])[F:15])=[N:10]2)[CH:6]=[CH:5][C:4]=1[CH2:18][CH2:19][NH2:20].ON1C2C=CC=CC=2N=N1.C(N(CC)C(C)C)(C)C.[F:40][C:41]([F:52])([F:51])[C:42]1[C:43]([C:48](O)=[O:49])=[N:44][CH:45]=[CH:46][CH:47]=1. (6) Given the product [F:27][C:8]1[CH:9]=[C:10]([NH:12][S:13]([C:16]2[CH:21]=[CH:20][C:19]([N:22]3[CH:26]=[CH:25][N:24]=[N:23]3)=[CH:18][N:17]=2)(=[O:15])=[O:14])[CH:11]=[C:2]([F:1])[C:3]=1[C:4]([OH:6])=[O:5], predict the reactants needed to synthesize it. The reactants are: [F:1][C:2]1[CH:11]=[C:10]([NH:12][S:13]([C:16]2[CH:21]=[CH:20][C:19]([N:22]3[CH:26]=[CH:25][N:24]=[N:23]3)=[CH:18][N:17]=2)(=[O:15])=[O:14])[CH:9]=[C:8]([F:27])[C:3]=1[C:4]([O:6]C)=[O:5].[OH-].[Na+].Cl.